Dataset: Full USPTO retrosynthesis dataset with 1.9M reactions from patents (1976-2016). Task: Predict the reactants needed to synthesize the given product. (1) Given the product [OH:33][CH:30]=[C:19]([C:14]1[CH:15]=[CH:16][CH:17]=[CH:18][C:13]=1[CH2:12][O:11][C:9]1[CH:8]=[C:7]([C:24]([F:26])([F:27])[F:25])[N:6]=[C:5]([O:4][CH:1]([CH3:3])[CH3:2])[N:10]=1)[C:20]([O:22][CH3:23])=[O:21], predict the reactants needed to synthesize it. The reactants are: [CH:1]([O:4][C:5]1[N:10]=[C:9]([O:11][CH2:12][C:13]2[CH:18]=[CH:17][CH:16]=[CH:15][C:14]=2[CH2:19][C:20]([O:22][CH3:23])=[O:21])[CH:8]=[C:7]([C:24]([F:27])([F:26])[F:25])[N:6]=1)([CH3:3])[CH3:2].[H-].[Na+].[CH:30]([O:33]C1N=C(O)C=C(C(F)(F)F)N=1)(C)C.C(OC)=O. (2) Given the product [CH:45]([C:48]1[S:49][CH:50]=[C:51]([CH2:53][NH:54][C:40]([C:36]2[S:35][C:34]([N:31]3[C:32](=[O:33])[N:28]([CH2:27][C:26]4[CH:25]=[CH:24][C:23]([CH3:2])=[CH:44][CH:43]=4)[N:29]=[CH:30]3)=[N:38][C:37]=2[CH3:39])=[O:42])[N:52]=1)([CH3:47])[CH3:46], predict the reactants needed to synthesize it. The reactants are: F[C:2]1(F)CC1CN1CCN(C2SC(C(O)=O)=C(C)N=2)C1=O.F[C:23]1[CH:44]=[CH:43][C:26]([CH2:27][N:28]2[C:32](=[O:33])[N:31]([C:34]3[S:35][C:36]([C:40]([OH:42])=O)=[C:37]([CH3:39])[N:38]=3)[CH:30]=[N:29]2)=[CH:25][CH:24]=1.[CH:45]([C:48]1[S:49][CH:50]=[C:51]([CH2:53][NH2:54])[N:52]=1)([CH3:47])[CH3:46]. (3) Given the product [O:9]1[C:10]2[C:5](=[CH:4][CH:3]=[C:2]([O:1][CH2:19][CH2:18][CH:17]=[CH2:16])[CH:11]=2)[CH:6]=[CH:7][C:8]1=[O:12], predict the reactants needed to synthesize it. The reactants are: [OH:1][C:2]1[CH:11]=[C:10]2[C:5]([CH:6]=[CH:7][C:8](=[O:12])[O:9]2)=[CH:4][CH:3]=1.[H-].[Na+].Br[CH2:16][CH2:17][CH:18]=[CH2:19]. (4) Given the product [C:21]([NH:25][C@:8]1([C:34](=[O:35])[NH:30][C:26]([CH3:29])([CH3:28])[CH3:27])[C@@H:4]([CH2:1][CH:2]=[CH2:3])[CH2:5][C@H:6]([NH:10][C:11](=[O:20])[O:12][CH2:13][C:14]2[CH:19]=[CH:18][CH:17]=[CH:16][CH:15]=2)[CH2:7]1)(=[O:24])[CH3:22], predict the reactants needed to synthesize it. The reactants are: [CH2:1]([CH:4]1[C:8](=O)[CH2:7][CH:6]([NH:10][C:11](=[O:20])[O:12][CH2:13][C:14]2[CH:19]=[CH:18][CH:17]=[CH:16][CH:15]=2)[CH2:5]1)[CH:2]=[CH2:3].[C:21]([O-:24])(=O)[CH3:22].[NH4+:25].[C:26]([N+:30]#[C-])([CH3:29])([CH3:28])[CH3:27].FC(F)(F)[CH2:34][OH:35]. (5) The reactants are: [O:1]1[CH2:6][CH2:5][N:4]([CH2:7][C:8]2[CH:25]=[CH:24][C:11]([CH2:12]C3C=C(C)C=CC=3S([O-])(=O)=O)=[CH:10][CH:9]=2)[CH2:3][CH2:2]1.[N:26]1[C:31]2[NH:32][CH:33]=[CH:34][C:30]=2[C:29]([C:35]2[CH:36]=[C:37]([NH:41][C:42](=[O:53])[C:43]3[CH:48]=[CH:47][CH:46]=[C:45]([C:49]([F:52])([F:51])[F:50])[CH:44]=3)[CH:38]=[CH:39][CH:40]=2)=[N:28][CH:27]=1. Given the product [O:1]1[CH2:2][CH2:3][N:4]([CH2:7][C:8]2[CH:9]=[CH:10][C:11]([CH2:12][N:32]3[C:31]4[N:26]=[CH:27][N:28]=[C:29]([C:35]5[CH:36]=[C:37]([NH:41][C:42](=[O:53])[C:43]6[CH:48]=[CH:47][CH:46]=[C:45]([C:49]([F:52])([F:51])[F:50])[CH:44]=6)[CH:38]=[CH:39][CH:40]=5)[C:30]=4[CH:34]=[CH:33]3)=[CH:24][CH:25]=2)[CH2:5][CH2:6]1, predict the reactants needed to synthesize it. (6) Given the product [OH:22][CH2:21][CH:9]1[CH2:10][N:11]([C:14]([O:16][C:17]([CH3:19])([CH3:20])[CH3:18])=[O:15])[CH2:12][CH2:13][N:8]1[C:6]([O:5][C:1]([CH3:4])([CH3:3])[CH3:2])=[O:7], predict the reactants needed to synthesize it. The reactants are: [C:1]([O:5][C:6]([N:8]1[CH2:13][CH2:12][N:11]([C:14]([O:16][C:17]([CH3:20])([CH3:19])[CH3:18])=[O:15])[CH2:10][CH:9]1[C:21](O)=[O:22])=[O:7])([CH3:4])([CH3:3])[CH3:2].CSC.B.